Dataset: Reaction yield outcomes from USPTO patents with 853,638 reactions. Task: Predict the reaction yield, written as a fraction of the theoretical maximum amount of product (1.0 means a 100% yield; for example, 0.34 means a 34% yield). (1) The reactants are [F:1][C:2]1[CH:7]=[CH:6][C:5]([CH2:8][C:9]([O:11][CH3:12])=[O:10])=[C:4](I)[CH:3]=1.C(N(CC)CC)C.[CH3:21][Si:22]([C:25]#[CH:26])([CH3:24])[CH3:23]. The catalyst is COCCOC.[Cu]I.[Pd](Cl)Cl.C1(P(C2C=CC=CC=2)C2C=CC=CC=2)C=CC=CC=1.C1(P(C2C=CC=CC=2)C2C=CC=CC=2)C=CC=CC=1. The product is [F:1][C:2]1[CH:7]=[CH:6][C:5]([CH2:8][C:9]([O:11][CH3:12])=[O:10])=[C:4]([C:26]#[C:25][Si:22]([CH3:24])([CH3:23])[CH3:21])[CH:3]=1. The yield is 0.970. (2) The reactants are [C:1]([O:5][C:6]([N:8]1[CH2:13][CH2:12][CH:11]([C:14]([C:18]2[S:19][CH:20]=[CH:21][C:22]=2Br)=[N:15][NH:16][CH3:17])[CH2:10][CH2:9]1)=[O:7])([CH3:4])([CH3:3])[CH3:2]. The catalyst is COC(O)C. The product is [C:1]([O:5][C:6]([N:8]1[CH2:13][CH2:12][CH:11]([C:14]2[C:18]3[S:19][CH:20]=[CH:21][C:22]=3[N:16]([CH3:17])[N:15]=2)[CH2:10][CH2:9]1)=[O:7])([CH3:4])([CH3:3])[CH3:2]. The yield is 0.680. (3) The yield is 0.970. The product is [N:5]1[CH:6]=[CH:7][CH:8]=[C:3]([CH2:2][NH:1][S:15]([C:13]2[S:14][C:10]([Br:9])=[CH:11][CH:12]=2)(=[O:17])=[O:16])[CH:4]=1. The catalyst is C1COCC1. The reactants are [NH2:1][CH2:2][C:3]1[CH:4]=[N:5][CH:6]=[CH:7][CH:8]=1.[Br:9][C:10]1[S:14][C:13]([S:15](Cl)(=[O:17])=[O:16])=[CH:12][CH:11]=1.C(N(CC)CC)C. (4) The reactants are [Cl:1][C:2]1[N:3]=[C:4]2[C:9](=[CH:10][CH:11]=1)[N:8]=[CH:7][C:6]([C:12](=[O:14])[CH3:13])=[C:5]2[NH:15][C@H:16]1[CH2:21][CH2:20][C@@H:19]([CH2:22][N:23]([CH3:25])[CH3:24])[CH2:18][CH2:17]1.[Cl:26][C:27]1[CH:32]=[C:31](B2OC(C)(C)C(C)(C)O2)[CH:30]=[C:29]([Cl:42])[C:28]=1[OH:43].C1(N)C(F)=C(F)C(F)=C(N)C=1F.Cl.Cl. No catalyst specified. The product is [ClH:1].[ClH:26].[Cl:26][C:27]1[CH:32]=[C:31]([C:2]2[N:3]=[C:4]3[C:9](=[CH:10][CH:11]=2)[N:8]=[CH:7][C:6]([C:12](=[O:14])[CH3:13])=[C:5]3[NH:15][C@H:16]2[CH2:17][CH2:18][C@@H:19]([CH2:22][N:23]([CH3:24])[CH3:25])[CH2:20][CH2:21]2)[CH:30]=[C:29]([Cl:42])[C:28]=1[OH:43]. The yield is 0.810. (5) The reactants are Cl[C:2]1[CH:7]=[C:6]([Cl:8])[CH:5]=[CH:4][C:3]=1/[C:9](=[N:19]/[OH:20])/[CH:10]1[CH2:15][CH2:14][N:13]([C:16](=[O:18])[CH3:17])[CH2:12][CH2:11]1.CC(C)([O-])C.[K+]. The catalyst is C1COCC1. The product is [Cl:8][C:6]1[CH:5]=[CH:4][C:3]2[C:9]([CH:10]3[CH2:15][CH2:14][N:13]([C:16](=[O:18])[CH3:17])[CH2:12][CH2:11]3)=[N:19][O:20][C:2]=2[CH:7]=1. The yield is 0.750.